This data is from Forward reaction prediction with 1.9M reactions from USPTO patents (1976-2016). The task is: Predict the product of the given reaction. (1) The product is: [Cl:1][C:2]1[CH:3]=[CH:4][C:5]([C@@:8]([NH:30][C:31](=[O:32])[NH:33][C@H:34]2[CH2:38][CH2:37][CH2:36][C@H:35]2[O:39][CH2:44][CH2:43][C:42]([OH:46])=[O:45])([C:16]2[CH:21]=[C:20]([O:22][C:23]([F:27])([F:28])[CH:24]([F:26])[F:25])[CH:19]=[C:18]([F:29])[CH:17]=2)[CH2:9][C:10]2[CH:11]=[CH:12][CH:13]=[CH:14][CH:15]=2)=[N:6][CH:7]=1.[Cl:1][C:2]1[CH:3]=[CH:4][C:5]([C@@:8]([NH:30][C:31](=[O:32])[NH:33][C@H:34]2[CH2:38][CH2:37][CH2:36][C@H:35]2[O:39][CH2:44][CH2:43][C:42]([O:46][C:47]([CH3:50])([CH3:49])[CH3:48])=[O:45])([C:16]2[CH:21]=[C:20]([O:22][C:23]([F:27])([F:28])[CH:24]([F:26])[F:25])[CH:19]=[C:18]([F:29])[CH:17]=2)[CH2:9][C:10]2[CH:11]=[CH:12][CH:13]=[CH:14][CH:15]=2)=[N:6][CH:7]=1. Given the reactants [Cl:1][C:2]1[CH:3]=[CH:4][C:5]([C@@:8]([NH:30][C:31]([NH:33][C@H:34]2[CH2:38][CH2:37][CH2:36][C@H:35]2[OH:39])=[O:32])([C:16]2[CH:21]=[C:20]([O:22][C:23]([F:28])([F:27])[CH:24]([F:26])[F:25])[CH:19]=[C:18]([F:29])[CH:17]=2)[CH2:9][C:10]2[CH:15]=[CH:14][CH:13]=[CH:12][CH:11]=2)=[N:6][CH:7]=1.[H-].[Na+].[C:42]([O:46][C:47]([CH3:50])([CH3:49])[CH3:48])(=[O:45])[CH:43]=[CH2:44], predict the reaction product. (2) Given the reactants C([N:8]1[CH2:13][CH2:12][CH:11]([OH:14])[CH2:10][CH2:9]1)(OC(C)(C)C)=O.[N+:15]([C:18]1[CH:23]=[CH:22][C:21](O)=[CH:20][CH:19]=1)([O-:17])=[O:16].C1(P(C2C=CC=CC=2)C2C=CC=CC=2)C=CC=CC=1.N(C(OC(C)C)=O)=NC(OC(C)C)=O, predict the reaction product. The product is: [N+:15]([C:18]1[CH:23]=[CH:22][C:21]([O:14][CH:11]2[CH2:10][CH2:9][NH:8][CH2:13][CH2:12]2)=[CH:20][CH:19]=1)([O-:17])=[O:16]. (3) The product is: [CH2:23]([O:11][C:9]1[CH:8]=[C:7]2[C:2]([CH:3]3[O:14][C:13]4[CH:15]=[CH:16][CH:17]=[CH:18][C:12]=4[CH:4]3[CH2:5][O:6]2)=[CH:1][CH:10]=1)[CH:22]=[CH2:21]. Given the reactants [CH:1]1[CH:10]=[C:9]([OH:11])[CH:8]=[C:7]2[C:2]=1[CH:3]1[O:14][C:13]3[CH:15]=[CH:16][CH:17]=[CH:18][C:12]=3[CH:4]1[CH2:5][O:6]2.[H-].[Na+].[CH2:21](Br)[CH:22]=[CH2:23].Cl, predict the reaction product.